This data is from Forward reaction prediction with 1.9M reactions from USPTO patents (1976-2016). The task is: Predict the product of the given reaction. (1) The product is: [NH2:45][CH2:24][C:23]1[C:18]([C:12]2([OH:17])[CH2:11][CH:10]3[N:9]([CH:8]([C:33]4[CH:38]=[CH:37][CH:36]=[CH:35][C:34]=4[Cl:39])[C:3]4[CH:4]=[CH:5][CH:6]=[CH:7][C:2]=4[Cl:1])[CH:14]([CH2:15][CH2:16]3)[CH2:13]2)=[N:19][CH:20]=[CH:21][CH:22]=1. Given the reactants [Cl:1][C:2]1[CH:7]=[CH:6][CH:5]=[CH:4][C:3]=1[CH:8]([C:33]1[CH:38]=[CH:37][CH:36]=[CH:35][C:34]=1[Cl:39])[N:9]1[CH:14]2[CH2:15][CH2:16][CH:10]1[CH2:11][C:12]([C:18]1[C:23]([CH2:24]O[Si](C(C)(C)C)(C)C)=[CH:22][CH:21]=[CH:20][N:19]=1)([OH:17])[CH2:13]2.[F-].C([N+:45](CCCC)(CCCC)CCCC)CCC, predict the reaction product. (2) The product is: [Cl:22][C:20]1[CH:19]=[CH:18][C:17]([O:23][C:24]([CH3:26])([CH3:25])[C:27]([NH:57][S:54]([CH3:53])(=[O:56])=[O:55])=[O:28])=[C:16]([CH:15]2[CH2:14][C:13](=[O:30])[NH:12][CH:11]([C:31]3[CH:36]=[C:35]([Cl:37])[CH:34]=[CH:33][C:32]=3[O:38][CH3:39])[C:10]32[C:5]2[C:6](=[CH:7][C:2]([Cl:1])=[CH:3][CH:4]=2)[NH:8][C:9]3=[O:40])[CH:21]=1. Given the reactants [Cl:1][C:2]1[CH:7]=[C:6]2[NH:8][C:9](=[O:40])[C:10]3([CH:15]([C:16]4[CH:21]=[C:20]([Cl:22])[CH:19]=[CH:18][C:17]=4[O:23][C:24]([C:27](O)=[O:28])([CH3:26])[CH3:25])[CH2:14][C:13](=[O:30])[NH:12][CH:11]3[C:31]3[CH:36]=[C:35]([Cl:37])[CH:34]=[CH:33][C:32]=3[O:38][CH3:39])[C:5]2=[CH:4][CH:3]=1.C1N=CN(C(N2C=NC=C2)=O)C=1.[CH3:53][S:54]([NH2:57])(=[O:56])=[O:55].[H-].[Na+].Cl, predict the reaction product. (3) Given the reactants Br[CH2:2][CH2:3][O:4][C:5]1[C:10]([CH3:11])=[CH:9][C:8]([C:12]2[NH:21][C:20](=[O:22])[C:19]3[C:14](=[CH:15][C:16]([F:24])=[CH:17][C:18]=3F)[N:13]=2)=[CH:7][C:6]=1[CH3:25].[NH:26]1[CH2:30][CH2:29][CH2:28][CH2:27]1, predict the reaction product. The product is: [CH3:25][C:6]1[CH:7]=[C:8]([C:12]2[NH:21][C:20](=[O:22])[C:19]3[C:14](=[CH:15][C:16]([F:24])=[CH:17][C:18]=3[N:26]3[CH2:30][CH2:29][CH2:28][CH2:27]3)[N:13]=2)[CH:9]=[C:10]([CH3:11])[C:5]=1[O:4][CH2:3][CH2:2][N:26]1[CH2:30][CH2:29][CH2:28][CH2:27]1. (4) Given the reactants OC[C:3]1[C:4]([CH2:11][CH2:12]O)=[N:5][C:6]([O:9][CH3:10])=[CH:7][CH:8]=1.S(Cl)([Cl:16])=O.[CH:18]([Cl:21])(Cl)Cl, predict the reaction product. The product is: [Cl:16][CH2:12][CH2:11][C:4]1[C:3]([CH2:18][Cl:21])=[CH:8][CH:7]=[C:6]([O:9][CH3:10])[N:5]=1.